This data is from Catalyst prediction with 721,799 reactions and 888 catalyst types from USPTO. The task is: Predict which catalyst facilitates the given reaction. (1) Reactant: [Br:1][C:2]1[CH:11]=[CH:10][C:5]([C:6]([O:8][CH3:9])=[O:7])=[C:4]([CH3:12])[CH:3]=1.CC(N=NC(C#N)(C)C)(C#N)C.C1C(=O)N([Br:32])C(=O)C1. Product: [Br:1][C:2]1[CH:11]=[CH:10][C:5]([C:6]([O:8][CH3:9])=[O:7])=[C:4]([CH2:12][Br:32])[CH:3]=1. The catalyst class is: 53. (2) Reactant: [C:1]([C:6]1[CH:7]=[CH:8][C:9]2[N:10]([C:12]([C:15]3[S:19][C:18]([C:20](=[O:22])[CH3:21])=[CH:17][CH:16]=3)=[CH:13][N:14]=2)[N:11]=1)#[C:2][CH2:3][CH2:4][CH3:5]. Product: [CH2:1]([C:6]1[CH:7]=[CH:8][C:9]2[N:10]([C:12]([C:15]3[S:19][C:18]([C:20](=[O:22])[CH3:21])=[CH:17][CH:16]=3)=[CH:13][N:14]=2)[N:11]=1)[CH2:2][CH2:3][CH2:4][CH3:5]. The catalyst class is: 50. (3) Reactant: [F:1][C:2]([F:13])([F:12])[C:3]1[CH:4]=[C:5]([C:9](=[O:11])[CH3:10])[CH:6]=[CH:7][CH:8]=1.[Br:14]Br. Product: [Br:14][CH2:10][C:9]([C:5]1[CH:6]=[CH:7][CH:8]=[C:3]([C:2]([F:12])([F:13])[F:1])[CH:4]=1)=[O:11]. The catalyst class is: 28. (4) Reactant: [NH2:1][CH2:2][CH2:3][CH2:4][CH2:5][C@H:6]([NH:14][C:15](=[O:34])[NH:16][C@@H:17]([CH2:25][CH2:26][C:27]([O:29][C:30]([CH3:33])([CH3:32])[CH3:31])=[O:28])[C:18]([O:20][C:21]([CH3:24])([CH3:23])[CH3:22])=[O:19])[C:7]([O:9][C:10]([CH3:13])([CH3:12])[CH3:11])=[O:8].[CH2:35]1[C:40](=[O:41])[N:39]([O:42][C:43]([CH2:45][CH2:46][CH2:47][CH2:48][CH2:49][CH2:50][C:51](ON2C(=O)CCC2=O)=[O:52])=[O:44])[C:37](=[O:38])[CH2:36]1. Product: [C:10]([O:9][C:7](=[O:8])[C@@H:6]([NH:14][C:15](=[O:34])[NH:16][C@@H:17]([CH2:25][CH2:26][C:27]([O:29][C:30]([CH3:33])([CH3:32])[CH3:31])=[O:28])[C:18]([O:20][C:21]([CH3:22])([CH3:23])[CH3:24])=[O:19])[CH2:5][CH2:4][CH2:3][CH2:2][NH:1][C:51](=[O:52])[CH2:50][CH2:49][CH2:48][CH2:47][CH2:46][CH2:45][C:43]([O:42][N:39]1[C:40](=[O:41])[CH2:35][CH2:36][C:37]1=[O:38])=[O:44])([CH3:13])([CH3:12])[CH3:11]. The catalyst class is: 3. (5) Reactant: [CH:1]1([CH2:4][N:5]2[CH2:10][CH2:9][N:8]([C:11]3[CH:16]=[CH:15][C:14]([N+:17]([O-])=O)=[C:13]([O:20][CH3:21])[CH:12]=3)[CH2:7][CH2:6]2)[CH2:3][CH2:2]1.O.NN. Product: [CH:1]1([CH2:4][N:5]2[CH2:6][CH2:7][N:8]([C:11]3[CH:16]=[CH:15][C:14]([NH2:17])=[C:13]([O:20][CH3:21])[CH:12]=3)[CH2:9][CH2:10]2)[CH2:2][CH2:3]1. The catalyst class is: 5.